From a dataset of Catalyst prediction with 721,799 reactions and 888 catalyst types from USPTO. Predict which catalyst facilitates the given reaction. (1) Reactant: [NH2:1][C:2]1[CH:10]=[C:9]2[C:5]([CH2:6][C:7](=[O:11])[NH:8]2)=[CH:4][C:3]=1[F:12].N1C=CC=CC=1.Cl[C:20]([CH2:22][O:23][C:24](=[O:26])[CH3:25])=[O:21]. Product: [F:12][C:3]1[CH:4]=[C:5]2[C:9](=[CH:10][C:2]=1[NH:1][C:20]([CH2:22][O:23][C:24](=[O:26])[CH3:25])=[O:21])[NH:8][C:7](=[O:11])[CH2:6]2. The catalyst class is: 7. (2) Reactant: Cl.CO.[C:4]([C:6]1[CH:7]=[C:8]2[N:14]=[C:13]([C:15]([C:21]3[C:29]([CH:30]4[CH2:32][CH2:31]4)=[CH:28][C:27]([CH3:33])=[C:26]4[C:22]=3[CH:23]=[CH:24][N:25]4[C:34]([O:36][C:37]([CH3:40])([CH3:39])[CH3:38])=[O:35])([OH:20])[C:16]([F:19])([F:18])[F:17])[N:12](COCC[Si](C)(C)C)[C:9]2=[N:10][CH:11]=1)#[N:5].C([O-])(O)=O.[Na+]. Product: [C:4]([C:6]1[CH:7]=[C:8]2[N:14]=[C:13]([C:15]([C:21]3[C:29]([CH:30]4[CH2:31][CH2:32]4)=[CH:28][C:27]([CH3:33])=[C:26]4[C:22]=3[CH:23]=[CH:24][N:25]4[C:34]([O:36][C:37]([CH3:40])([CH3:39])[CH3:38])=[O:35])([OH:20])[C:16]([F:19])([F:18])[F:17])[NH:12][C:9]2=[N:10][CH:11]=1)#[N:5]. The catalyst class is: 6. (3) Reactant: [F:1][C:2]1[CH:3]=[C:4]([CH:9]2[CH2:14][CH2:13][C:12]([CH3:16])([CH3:15])[CH2:11][NH:10]2)[CH:5]=[CH:6][C:7]=1[F:8].[H-].[Na+].Br[CH2:20][C:21]([O:23]C)=[O:22].[OH-:25].[Na+].Cl. Product: [F:1][C:2]1[CH:3]=[C:4]([CH:9]2[N:10]([CH2:20][C:21]([OH:23])=[O:22])[C:11](=[O:25])[C:12]([CH3:16])([CH3:15])[CH2:13][CH2:14]2)[CH:5]=[CH:6][C:7]=1[F:8]. The catalyst class is: 1. (4) Reactant: [C:1]([C:5]1[NH:6][C:7]2[C:12]([CH:13]=1)=[C:11]([F:14])[C:10]([N+:15]([O-])=O)=[CH:9][CH:8]=2)([CH3:4])([CH3:3])[CH3:2].[BH4-].[Na+].O. Product: [C:1]([C:5]1[NH:6][C:7]2[C:12]([CH:13]=1)=[C:11]([F:14])[C:10]([NH2:15])=[CH:9][CH:8]=2)([CH3:4])([CH3:2])[CH3:3]. The catalyst class is: 888. (5) Reactant: [CH3:1][N:2]1[C:6]([NH:7][C:8]([C:21]2[CH:26]=[CH:25][CH:24]=[CH:23][CH:22]=2)([C:15]2[CH:20]=[CH:19][CH:18]=[CH:17][CH:16]=2)[C:9]2[CH:14]=[CH:13][CH:12]=[CH:11][CH:10]=2)=[C:5]([NH2:27])[CH:4]=[N:3]1.O=C1CCC(=O)N1[O:35][C:36]([CH:38]1[CH2:43][CH2:42][N:41]([C:44]([O:46][C:47]([CH3:50])([CH3:49])[CH3:48])=[O:45])[CH2:40][CH2:39]1)=O. Product: [CH3:1][N:2]1[C:6]([NH:7][C:8]([C:15]2[CH:16]=[CH:17][CH:18]=[CH:19][CH:20]=2)([C:9]2[CH:10]=[CH:11][CH:12]=[CH:13][CH:14]=2)[C:21]2[CH:26]=[CH:25][CH:24]=[CH:23][CH:22]=2)=[C:5]([NH:27][C:36]([CH:38]2[CH2:43][CH2:42][N:41]([C:44]([O:46][C:47]([CH3:50])([CH3:49])[CH3:48])=[O:45])[CH2:40][CH2:39]2)=[O:35])[CH:4]=[N:3]1. The catalyst class is: 4. (6) Reactant: [Br:1][C:2]1[CH:9]=[CH:8][C:5]([CH2:6]O)=[C:4]([Cl:10])[CH:3]=1.C1(C)C=CC=CC=1.[BrH:18].O. Product: [Br:1][C:2]1[CH:9]=[CH:8][C:5]([CH2:6][Br:18])=[C:4]([Cl:10])[CH:3]=1. The catalyst class is: 13.